From a dataset of Forward reaction prediction with 1.9M reactions from USPTO patents (1976-2016). Predict the product of the given reaction. (1) Given the reactants [F:1][C:2]1[CH:7]=[CH:6][C:5]([N:8]2[C:12](B(O)O)=[CH:11][C:10]([C:16]([F:19])([F:18])[F:17])=[N:9]2)=[C:4]([CH3:20])[CH:3]=1.Cl[C:22]1[N:23]=[CH:24][C:25]2[O:26][CH2:27][C:28](=[O:32])[NH:29][C:30]=2[N:31]=1, predict the reaction product. The product is: [F:1][C:2]1[CH:7]=[CH:6][C:5]([N:8]2[C:12]([C:22]3[N:23]=[CH:24][C:25]4[O:26][CH2:27][C:28](=[O:32])[NH:29][C:30]=4[N:31]=3)=[CH:11][C:10]([C:16]([F:19])([F:18])[F:17])=[N:9]2)=[C:4]([CH3:20])[CH:3]=1. (2) The product is: [CH:12]1([CH2:11][O:10][C:4]2[CH:3]=[C:2]([B:24]3[O:28][C:27]([CH3:30])([CH3:29])[C:26]([CH3:32])([CH3:31])[O:25]3)[CH:7]=[CH:6][C:5]=2[O:8][CH3:9])[CH2:14][CH2:13]1. Given the reactants Br[C:2]1[CH:7]=[CH:6][C:5]([O:8][CH3:9])=[C:4]([O:10][CH2:11][CH:12]2[CH2:14][CH2:13]2)[CH:3]=1.C([Li])(CC)C.C(O[B:24]1[O:28][C:27]([CH3:30])([CH3:29])[C:26]([CH3:32])([CH3:31])[O:25]1)(C)C.[Cl-].[NH4+], predict the reaction product.